From a dataset of Reaction yield outcomes from USPTO patents with 853,638 reactions. Predict the reaction yield, written as a fraction of the theoretical maximum amount of product (1.0 means a 100% yield; for example, 0.34 means a 34% yield). (1) The reactants are [N+:1]([C:4]1[CH:5]=[CH:6][C:7]([C:10]([OH:12])=[O:11])=[N:8][CH:9]=1)([O-:3])=[O:2].S(=O)(=O)(O)O.[C:18](=O)([O-])[O-].[Na+].[Na+]. The catalyst is CO. The product is [N+:1]([C:4]1[CH:5]=[CH:6][C:7]([C:10]([O:12][CH3:18])=[O:11])=[N:8][CH:9]=1)([O-:3])=[O:2]. The yield is 0.890. (2) The catalyst is O. The product is [Br:16][C:6]1[CH:14]=[C:13]2[C:9]([CH2:10][O:11][C:12]2=[O:15])=[CH:8][CH:7]=1. The reactants are N([O-])=O.[Na+].N[C:6]1[CH:14]=[C:13]2[C:9]([CH2:10][O:11][C:12]2=[O:15])=[CH:8][CH:7]=1.[BrH:16]. The yield is 0.840. (3) The reactants are [Si:1]([O:18][CH2:19][C@H:20]1[C@H:24]([C:25]2[CH:30]=[CH:29][C:28]([O:31][CH3:32])=[CH:27][CH:26]=2)[O:23][C:22](=[O:33])[NH:21]1)([C:14]([CH3:17])([CH3:16])[CH3:15])([C:8]1[CH:13]=[CH:12][CH:11]=[CH:10][CH:9]=1)[C:2]1[CH:7]=[CH:6][CH:5]=[CH:4][CH:3]=1.[Cl:34][C:35]1[CH:40]=[C:39](Cl)[N:38]=[C:37]([N:42]2[CH2:47][CH2:46][O:45][CH2:44][CH2:43]2)[N:36]=1.C([O-])([O-])=O.[Cs+].[Cs+].C([O-])(O)=O.[Na+]. The catalyst is O1CCOCC1.C1C=CC(/C=C/C(/C=C/C2C=CC=CC=2)=O)=CC=1.C1C=CC(/C=C/C(/C=C/C2C=CC=CC=2)=O)=CC=1.C1C=CC(/C=C/C(/C=C/C2C=CC=CC=2)=O)=CC=1.[Pd].[Pd].C1(P(C2C=CC=CC=2)C2C3OC4C(=CC=CC=4P(C4C=CC=CC=4)C4C=CC=CC=4)C(C)(C)C=3C=CC=2)C=CC=CC=1.[Ar]. The product is [Si:1]([O:18][CH2:19][C@H:20]1[C@H:24]([C:25]2[CH:26]=[CH:27][C:28]([O:31][CH3:32])=[CH:29][CH:30]=2)[O:23][C:22](=[O:33])[N:21]1[C:39]1[CH:40]=[C:35]([Cl:34])[N:36]=[C:37]([N:42]2[CH2:47][CH2:46][O:45][CH2:44][CH2:43]2)[N:38]=1)([C:14]([CH3:17])([CH3:16])[CH3:15])([C:2]1[CH:7]=[CH:6][CH:5]=[CH:4][CH:3]=1)[C:8]1[CH:9]=[CH:10][CH:11]=[CH:12][CH:13]=1. The yield is 0.940. (4) The catalyst is CN(C=O)C. The product is [F:19][C:20]1[CH:25]=[CH:24][C:23]([NH:26][C:27]2[N:32]3[N:33]=[CH:34][C:35]([S:36]([NH:39][C:4]([CH:1]4[CH2:3][CH2:2]4)=[O:6])(=[O:38])=[O:37])=[C:31]3[N:30]=[CH:29][C:28]=2[C:40]([N:42]2[CH2:47][CH2:46][CH:45]([C:48]3[CH:49]=[CH:50][CH:51]=[CH:52][CH:53]=3)[CH2:44][CH2:43]2)=[O:41])=[C:22]([CH3:54])[CH:21]=1. The reactants are [CH:1]1([C:4]([OH:6])=O)[CH2:3][CH2:2]1.C(N1C=CN=C1)(N1C=CN=C1)=O.[F:19][C:20]1[CH:25]=[CH:24][C:23]([NH:26][C:27]2[N:32]3[N:33]=[CH:34][C:35]([S:36]([NH2:39])(=[O:38])=[O:37])=[C:31]3[N:30]=[CH:29][C:28]=2[C:40]([N:42]2[CH2:47][CH2:46][CH:45]([C:48]3[CH:53]=[CH:52][CH:51]=[CH:50][CH:49]=3)[CH2:44][CH2:43]2)=[O:41])=[C:22]([CH3:54])[CH:21]=1.N12CCCN=C1CCCCC2.C(O)(=O)CC(CC(O)=O)(C(O)=O)O. The yield is 0.290. (5) The reactants are [OH-].[K+].[N+:3]([C:6]1[CH:11]=[CH:10][CH:9]=[CH:8][C:7]=1[S:12]([NH:15][C:16]1[CH:21]=[CH:20][CH:19]=[CH:18][CH:17]=1)(=[O:14])=[O:13])([O-:5])=[O:4].[Br:22][C:23]1[CH:24]=[CH:25][C:26]2[N:27]([CH2:37][CH2:38][CH2:39]Br)[C:28]3[C:33]([C:34]=2[CH:35]=1)=[CH:32][C:31]([Br:36])=[CH:30][CH:29]=3. The catalyst is CN(C=O)C.CCOC(C)=O. The product is [Br:36][C:31]1[CH:30]=[CH:29][C:28]2[N:27]([CH2:37][CH2:38][CH2:39][N:15]([C:16]3[CH:17]=[CH:18][CH:19]=[CH:20][CH:21]=3)[S:12]([C:7]3[CH:8]=[CH:9][CH:10]=[CH:11][C:6]=3[N+:3]([O-:5])=[O:4])(=[O:14])=[O:13])[C:26]3[C:34]([C:33]=2[CH:32]=1)=[CH:35][C:23]([Br:22])=[CH:24][CH:25]=3. The yield is 0.355. (6) The catalyst is O1CCOCC1.C1C=CC([P]([Pd]([P](C2C=CC=CC=2)(C2C=CC=CC=2)C2C=CC=CC=2)([P](C2C=CC=CC=2)(C2C=CC=CC=2)C2C=CC=CC=2)[P](C2C=CC=CC=2)(C2C=CC=CC=2)C2C=CC=CC=2)(C2C=CC=CC=2)C2C=CC=CC=2)=CC=1. The product is [F:32][C:33]1[CH:38]=[CH:37][C:36]([C:2]2[N:7]=[C:6]([NH:8][C:9]3[CH:14]=[CH:13][C:12]([O:15][C:16]([F:19])([F:18])[F:17])=[CH:11][CH:10]=3)[CH:5]=[C:4]([N:20]3[CH2:25][CH2:24][CH2:23][CH2:22][CH2:21]3)[CH:3]=2)=[CH:35][CH:34]=1. The yield is 0.600. The reactants are Cl[C:2]1[N:7]=[C:6]([NH:8][C:9]2[CH:14]=[CH:13][C:12]([O:15][C:16]([F:19])([F:18])[F:17])=[CH:11][CH:10]=2)[CH:5]=[C:4]([N:20]2[CH2:25][CH2:24][CH2:23][CH2:22][CH2:21]2)[CH:3]=1.C(=O)([O-])[O-].[K+].[K+].[F:32][C:33]1[CH:38]=[CH:37][C:36](B(O)O)=[CH:35][CH:34]=1.O. (7) The reactants are Br[C:2]1[CH:3]=[CH:4][C:5]([CH2:8][C@@H:9]([C:18]([O:20][CH3:21])=[O:19])[NH:10][C:11]([O:13][C:14]([CH3:17])([CH3:16])[CH3:15])=[O:12])=[N:6][CH:7]=1.[B:22]1([B:22]2[O:26][C:25]([CH3:28])([CH3:27])[C:24]([CH3:30])([CH3:29])[O:23]2)[O:26][C:25]([CH3:28])([CH3:27])[C:24]([CH3:30])([CH3:29])[O:23]1.C([O-])(=O)C.[K+]. The catalyst is O1CCOCC1.C(Cl)Cl.O.C1C=CC(P(C2C=CC=CC=2)[C-]2C=CC=C2)=CC=1.C1C=CC(P(C2C=CC=CC=2)[C-]2C=CC=C2)=CC=1.Cl[Pd]Cl.[Fe+2]. The product is [C:14]([O:13][C:11]([NH:10][C@H:9]([C:18]([O:20][CH3:21])=[O:19])[CH2:8][C:5]1[CH:4]=[CH:3][C:2]([B:22]2[O:26][C:25]([CH3:28])([CH3:27])[C:24]([CH3:30])([CH3:29])[O:23]2)=[CH:7][N:6]=1)=[O:12])([CH3:17])([CH3:16])[CH3:15]. The yield is 1.00.